From a dataset of Catalyst prediction with 721,799 reactions and 888 catalyst types from USPTO. Predict which catalyst facilitates the given reaction. (1) Reactant: ClC(OCC)=O.[Cl:7][C:8]1[C:13]([C@@H:14]2[CH2:16][C@H:15]2[C:17](O)=[O:18])=[CH:12][CH:11]=[C:10]([C:20]2[CH:25]=[CH:24][CH:23]=[C:22]([C:26]([F:29])([F:28])[F:27])[CH:21]=2)[N:9]=1.[N-:30]=[N+:31]=[N-:32].[Na+]. Product: [Cl:7][C:8]1[C:13]([C@@H:14]2[CH2:16][C@H:15]2[C:17]([N:30]=[N+:31]=[N-:32])=[O:18])=[CH:12][CH:11]=[C:10]([C:20]2[CH:25]=[CH:24][CH:23]=[C:22]([C:26]([F:29])([F:28])[F:27])[CH:21]=2)[N:9]=1. The catalyst class is: 95. (2) Reactant: [F:1][C:2]1[CH:7]=[CH:6][C:5]([C:8]2[C:16]3[C:11](=[CH:12][C:13]([C:17]([O:19][CH3:20])=[O:18])=[CH:14][CH:15]=3)[N:10](C(OC(C)(C)C)=O)[CH:9]=2)=[CH:4][CH:3]=1.FC(F)(F)C(O)=O. Product: [F:1][C:2]1[CH:3]=[CH:4][C:5]([C:8]2[C:16]3[C:11](=[CH:12][C:13]([C:17]([O:19][CH3:20])=[O:18])=[CH:14][CH:15]=3)[NH:10][CH:9]=2)=[CH:6][CH:7]=1. The catalyst class is: 2. (3) Reactant: [C:1]([C:5]1[CH:6]=[C:7]2[C:19]3=[C:20]4[C:10](=[CH:11][CH:12]=[C:13]([C:21]5[CH:26]=[CH:25][C:24]([Cl:27])=[CH:23][CH:22]=5)[C:14]4=[CH:15][CH:16]=[C:17]3[CH:18]=1)[CH:9]=[CH:8]2)([CH3:4])([CH3:3])[CH3:2].[Br:28]N1C(=O)CCC1=O. Product: [Br:28][C:11]1[C:10]2[C:20]3=[C:19]4[C:7](=[CH:8][CH:9]=2)[CH:6]=[C:5]([C:1]([CH3:4])([CH3:2])[CH3:3])[CH:18]=[C:17]4[CH:16]=[CH:15][C:14]3=[C:13]([C:21]2[CH:22]=[CH:23][C:24]([Cl:27])=[CH:25][CH:26]=2)[CH:12]=1. The catalyst class is: 7. (4) Reactant: [Cl:1][C:2]1[CH:3]=[CH:4][C:5]([OH:11])=[C:6]([C:8](=O)[CH3:9])[CH:7]=1.[O:12]1[CH2:17][CH2:16][N:15]([S:18]([C:21]2[CH:22]=[C:23]([CH:28]=[CH:29][CH:30]=2)[C:24]([NH:26][NH2:27])=[O:25])(=[O:20])=[O:19])[CH2:14][CH2:13]1. Product: [Cl:1][C:2]1[CH:3]=[CH:4][C:5]([OH:11])=[C:6](/[C:8](=[N:27]/[NH:26][C:24](=[O:25])[C:23]2[CH:28]=[CH:29][CH:30]=[C:21]([S:18]([N:15]3[CH2:16][CH2:17][O:12][CH2:13][CH2:14]3)(=[O:19])=[O:20])[CH:22]=2)/[CH3:9])[CH:7]=1. The catalyst class is: 130. (5) Product: [Si:1]([O:8][C:9]1[CH:14]=[C:13]([O:15][Si:16]([C:19]([CH3:22])([CH3:21])[CH3:20])([CH3:18])[CH3:17])[CH:12]=[CH:11][C:10]=1[CH:23]1[CH2:28][CH2:27][CH2:26][CH2:25][C:24]1=[N:31][OH:32])([C:4]([CH3:7])([CH3:6])[CH3:5])([CH3:3])[CH3:2]. Reactant: [Si:1]([O:8][C:9]1[CH:14]=[C:13]([O:15][Si:16]([C:19]([CH3:22])([CH3:21])[CH3:20])([CH3:18])[CH3:17])[CH:12]=[CH:11][C:10]=1[CH:23]1[CH2:28][CH2:27][CH2:26][CH2:25][C:24]1=O)([C:4]([CH3:7])([CH3:6])[CH3:5])([CH3:3])[CH3:2].Cl.[NH2:31][OH:32].C(N(CC)CC)C. The catalyst class is: 8. (6) Reactant: [CH3:1][C:2]([CH3:7])([CH3:6])[C:3](=[O:5])[CH3:4].[N:8]1[CH:13]=[CH:12][C:11]([CH:14]=O)=[CH:10][CH:9]=1.C(O)C.[OH-].[Na+]. Product: [C:2]([C:3](=[O:5])[CH:4]=[CH:14][C:11]1[CH:12]=[CH:13][N:8]=[CH:9][CH:10]=1)([CH3:7])([CH3:6])[CH3:1]. The catalyst class is: 4. (7) Reactant: Cl[C:2]1[C:7]([CH:8]([CH2:13][CH2:14][CH3:15])[C:9]([O:11][CH3:12])=[O:10])=[C:6]([CH3:16])[N:5]=[C:4]([N:17]2[CH2:22][CH2:21][CH2:20][CH2:19][CH2:18]2)[N:3]=1.C(N(CC)C(C)C)(C)C.[CH3:32][C:33]1[CH:38]=[C:37]([CH3:39])[CH:36]=[CH:35][C:34]=1B(O)O. Product: [CH3:32][C:33]1[CH:38]=[C:37]([CH3:39])[CH:36]=[CH:35][C:34]=1[C:2]1[C:7]([CH:8]([CH2:13][CH2:14][CH3:15])[C:9]([O:11][CH3:12])=[O:10])=[C:6]([CH3:16])[N:5]=[C:4]([N:17]2[CH2:22][CH2:21][CH2:20][CH2:19][CH2:18]2)[N:3]=1. The catalyst class is: 108. (8) Reactant: [CH:1]1([NH:4][C:5]([NH:7][C:8]2[CH:13]=[CH:12][C:11]([C:14]3[C:15]4[CH2:29][NH:28][CH2:27][C:16]=4[N:17]=[C:18]([N:20]4[CH2:25][CH2:24][O:23][CH2:22][C@@H:21]4[CH3:26])[N:19]=3)=[CH:10][CH:9]=2)=[O:6])[CH2:3][CH2:2]1.CCN(C(C)C)C(C)C.CN(C(ON1N=NC2C=CC=NC1=2)=[N+](C)C)C.F[P-](F)(F)(F)(F)F.[O:63]1[CH2:67][CH2:66][CH2:65][CH:64]1[C:68](O)=[O:69]. The catalyst class is: 61. Product: [CH:1]1([NH:4][C:5]([NH:7][C:8]2[CH:13]=[CH:12][C:11]([C:14]3[C:15]4[CH2:29][N:28]([C:68]([CH:64]5[CH2:65][CH2:66][CH2:67][O:63]5)=[O:69])[CH2:27][C:16]=4[N:17]=[C:18]([N:20]4[CH2:25][CH2:24][O:23][CH2:22][C@@H:21]4[CH3:26])[N:19]=3)=[CH:10][CH:9]=2)=[O:6])[CH2:3][CH2:2]1.